Dataset: Forward reaction prediction with 1.9M reactions from USPTO patents (1976-2016). Task: Predict the product of the given reaction. (1) Given the reactants [CH3:1][N:2]1[C:10]2[C:5](=[CH:6][C:7]([N+:11]([O-])=O)=[CH:8][CH:9]=2)[C:4]([C:14]2[CH:19]=[CH:18][CH:17]=[CH:16][CH:15]=2)=[C:3]1[C:20](O)=[O:21].Cl.CN(C)CCCN=C=NCC.Cl.[CH3:36][O:37][C:38](=[O:45])[C@H:39]([CH2:41][CH:42]([CH3:44])[CH3:43])[NH2:40].CN1CCOCC1.NN, predict the reaction product. The product is: [NH2:11][C:7]1[CH:6]=[C:5]2[C:10](=[CH:9][CH:8]=1)[N:2]([CH3:1])[C:3]([C:20]([NH:40][C@H:39]([C:38]([O:37][CH3:36])=[O:45])[CH2:41][CH:42]([CH3:44])[CH3:43])=[O:21])=[C:4]2[C:14]1[CH:15]=[CH:16][CH:17]=[CH:18][CH:19]=1. (2) Given the reactants [H-].[Na+].[C:3]([CH2:5]P(=O)(OCC)OCC)#[N:4].[CH3:14][C:15]1([S:18]([N:21]2[CH2:24][C:23](=O)[CH2:22]2)(=[O:20])=[O:19])[CH2:17][CH2:16]1.[Na+].[Cl-], predict the reaction product. The product is: [CH3:14][C:15]1([S:18]([N:21]2[CH2:24][C:23](=[CH:5][C:3]#[N:4])[CH2:22]2)(=[O:19])=[O:20])[CH2:17][CH2:16]1.